This data is from Full USPTO retrosynthesis dataset with 1.9M reactions from patents (1976-2016). The task is: Predict the reactants needed to synthesize the given product. (1) Given the product [F:37][C:19]1[CH:18]=[C:17]([NH:16][C:14]([C:11]2([C:9]([NH:8][C:5]3[CH:6]=[CH:7][C:2]([F:1])=[CH:3][CH:4]=3)=[O:10])[CH2:12][CH2:13]2)=[O:15])[CH:22]=[CH:21][C:20]=1[O:23][C:24]1[C:33]2[C:28](=[CH:29][C:30]([O:36][CH2:46][CH2:47][CH2:48][N:49]3[CH2:54][CH2:53][O:52][CH2:51][CH2:50]3)=[C:31]([O:34][CH3:35])[CH:32]=2)[N:27]=[CH:26][CH:25]=1, predict the reactants needed to synthesize it. The reactants are: [F:1][C:2]1[CH:7]=[CH:6][C:5]([NH:8][C:9]([C:11]2([C:14]([NH:16][C:17]3[CH:22]=[CH:21][C:20]([O:23][C:24]4[C:33]5[C:28](=[CH:29][C:30]([OH:36])=[C:31]([O:34][CH3:35])[CH:32]=5)[N:27]=[CH:26][CH:25]=4)=[C:19]([F:37])[CH:18]=3)=[O:15])[CH2:13][CH2:12]2)=[O:10])=[CH:4][CH:3]=1.C(=O)([O-])[O-].[K+].[K+].Cl.Cl[CH2:46][CH2:47][CH2:48][N:49]1[CH2:54][CH2:53][O:52][CH2:51][CH2:50]1.C1(O)C=CC=CC=1. (2) The reactants are: Br[C:2]1[CH:7]=[CH:6][C:5]([S:8]([NH:11][CH:12]([CH3:14])[CH3:13])(=[O:10])=[O:9])=[CH:4][CH:3]=1.[C:15]([C:17]1[N:21]([CH3:22])[C:20](B(O)O)=[CH:19][CH:18]=1)#[N:16].[F-].[K+].C(P(C(C)(C)C)C(C)(C)C)(C)(C)C. Given the product [C:15]([C:17]1[N:21]([CH3:22])[C:20]([C:2]2[CH:7]=[CH:6][C:5]([S:8]([NH:11][CH:12]([CH3:14])[CH3:13])(=[O:10])=[O:9])=[CH:4][CH:3]=2)=[CH:19][CH:18]=1)#[N:16], predict the reactants needed to synthesize it. (3) The reactants are: [S:1]1[C:5]2[C:6]([C:10](OC)=[O:11])=[CH:7][CH:8]=[CH:9][C:4]=2[N:3]=[N:2]1.[H-].C([Al+]CC(C)C)C(C)C.[OH-].[Na+].Cl. Given the product [S:1]1[C:5]2[C:6]([CH2:10][OH:11])=[CH:7][CH:8]=[CH:9][C:4]=2[N:3]=[N:2]1, predict the reactants needed to synthesize it. (4) Given the product [NH2:8][C:9]1[CH:10]=[C:2]([Br:1])[CH:3]=[CH:4][C:5]=1[C:6]#[N:12], predict the reactants needed to synthesize it. The reactants are: [Br:1][C:2]1[CH:10]=[C:9]2[C:5]([C:6](=[N:12]O)C(=O)[NH:8]2)=[CH:4][CH:3]=1.N1C(C)=CC=CC=1C.FC(F)(F)S(OS(C(F)(F)F)(=O)=O)(=O)=O.C1CCN2C(=NCCC2)CC1.C([O-])(O)=O.[Na+].